This data is from Catalyst prediction with 721,799 reactions and 888 catalyst types from USPTO. The task is: Predict which catalyst facilitates the given reaction. Reactant: C([O:8][C:9]([C@@H:11]1[C@@H:16]([OH:17])[C@H:15]([OH:18])[C@@H:14]([OH:19])[C@H:13]([O:20][C:21](=[O:55])[CH2:22][C:23]2[CH:24]=[C:25]([C:31]3[CH:36]=[CH:35][C:34]([C:37]([F:40])([F:39])[F:38])=[CH:33][C:32]=3[CH2:41][N:42]([CH2:53][CH3:54])[C:43]([NH:45][CH2:46][C:47]3[CH:52]=[CH:51][CH:50]=[CH:49][CH:48]=3)=[O:44])[C:26]([O:29][CH3:30])=[CH:27][CH:28]=2)[O:12]1)=[O:10])C1C=CC=CC=1. Product: [CH2:46]([NH:45][C:43](=[O:44])[N:42]([CH2:41][C:32]1[CH:33]=[C:34]([C:37]([F:40])([F:39])[F:38])[CH:35]=[CH:36][C:31]=1[C:25]1[C:26]([O:29][CH3:30])=[CH:27][CH:28]=[C:23]([CH2:22][C:21]([O:20][C@@H:13]2[O:12][C@H:11]([C:9]([OH:10])=[O:8])[C@@H:16]([OH:17])[C@H:15]([OH:18])[C@H:14]2[OH:19])=[O:55])[CH:24]=1)[CH2:53][CH3:54])[C:47]1[CH:52]=[CH:51][CH:50]=[CH:49][CH:48]=1. The catalyst class is: 99.